Task: Predict the product of the given reaction.. Dataset: Forward reaction prediction with 1.9M reactions from USPTO patents (1976-2016) (1) The product is: [F:12][C:2]1[C:3]([C:8]([NH:10][NH2:11])=[O:9])=[N:4][CH:5]=[CH:6][CH:7]=1. Given the reactants C[C:2]1[C:3]([C:8]([NH:10][NH2:11])=[O:9])=[N:4][CH:5]=[CH:6][CH:7]=1.[F:12]C1C(C(OC)=O)=NC=CC=1.CC1N=C(C(OCC)=O)C=CC=1, predict the reaction product. (2) Given the reactants [F:1][C:2]1[C:3]([C:14]([F:17])([F:16])[F:15])=[C:4]([C:8]2[CH:13]=[CH:12][N:11]=[CH:10][CH:9]=2)[CH:5]=[CH:6][CH:7]=1.ClC1C=CC=C(C(OO)=[O:26])C=1.S([O-])([O-])=O.[Na+].[Na+], predict the reaction product. The product is: [F:1][C:2]1[C:3]([C:14]([F:17])([F:15])[F:16])=[C:4]([C:8]2[CH:9]=[CH:10][N+:11]([O-:26])=[CH:12][CH:13]=2)[CH:5]=[CH:6][CH:7]=1. (3) Given the reactants [I:1][C:2]1[C:11]([CH:12]=[O:13])=[C:10]([CH2:14][N:15]2[CH2:20][CH2:19][N:18]([CH3:21])[CH2:17][CH2:16]2)[C:9]2[CH:8]=[C:7]3[O:22][CH2:23][CH2:24][O:25][C:6]3=[CH:5][C:4]=2[N:3]=1.[BH4-].[Na+], predict the reaction product. The product is: [I:1][C:2]1[C:11]([CH2:12][OH:13])=[C:10]([CH2:14][N:15]2[CH2:16][CH2:17][N:18]([CH3:21])[CH2:19][CH2:20]2)[C:9]2[CH:8]=[C:7]3[O:22][CH2:23][CH2:24][O:25][C:6]3=[CH:5][C:4]=2[N:3]=1.